This data is from Catalyst prediction with 721,799 reactions and 888 catalyst types from USPTO. The task is: Predict which catalyst facilitates the given reaction. Reactant: C(N(CC)CC)C.Cl.[CH3:9][NH:10][CH2:11][C:12]1[CH:20]=[CH:19][CH:18]=[C:17]2[C:13]=1[CH2:14][N:15]([CH:22]1[CH2:27][CH2:26][C:25](=[O:28])[NH:24][C:23]1=[O:29])[C:16]2=[O:21].[CH3:30][C:31]1[CH:32]=[C:33]([N:38]=[C:39]=[O:40])[CH:34]=[CH:35][C:36]=1[CH3:37]. Product: [CH3:30][C:31]1[CH:32]=[C:33]([NH:38][C:39](=[O:40])[N:10]([CH2:11][C:12]2[CH:20]=[CH:19][CH:18]=[C:17]3[C:13]=2[CH2:14][N:15]([CH:22]2[CH2:27][CH2:26][C:25](=[O:28])[NH:24][C:23]2=[O:29])[C:16]3=[O:21])[CH3:9])[CH:34]=[CH:35][C:36]=1[CH3:37]. The catalyst class is: 1.